Dataset: Peptide-MHC class II binding affinity with 134,281 pairs from IEDB. Task: Regression. Given a peptide amino acid sequence and an MHC pseudo amino acid sequence, predict their binding affinity value. This is MHC class II binding data. (1) The peptide sequence is SACNKIKGKKVFNTR. The MHC is DRB1_0101 with pseudo-sequence DRB1_0101. The binding affinity (normalized) is 0.882. (2) The peptide sequence is DEHIILYLVNFDKDR. The MHC is DRB1_0405 with pseudo-sequence DRB1_0405. The binding affinity (normalized) is 0.713. (3) The peptide sequence is LWNGPMAVSMTGVMR. The MHC is DRB1_0301 with pseudo-sequence DRB1_0301. The binding affinity (normalized) is 0.590. (4) The peptide sequence is KKCDESVLTRLEAWLTE. The MHC is DRB1_1101 with pseudo-sequence DRB1_1101. The binding affinity (normalized) is 0.637.